From a dataset of Catalyst prediction with 721,799 reactions and 888 catalyst types from USPTO. Predict which catalyst facilitates the given reaction. (1) Reactant: N([O-])=O.[Na+].[CH3:5][C:6]1[CH:11]=[C:10]([S:12][CH3:13])[CH:9]=[CH:8][C:7]=1[C:14]1[N:15]=[CH:16][C:17](N)=[N:18][CH:19]=1.[OH2:21].[OH-].[Na+]. Product: [CH3:5][C:6]1[CH:11]=[C:10]([S:12][CH3:13])[CH:9]=[CH:8][C:7]=1[C:14]1[N:15]=[CH:16][C:17]([OH:21])=[N:18][CH:19]=1. The catalyst class is: 65. (2) Reactant: C(ON[C:10]([C@H:12]1[C@@H:17]([OH:18])[C@H:16]([OH:19])[C@H:15]([OH:20])[CH2:14][N:13]1[S:21]([C:24]1[CH:29]=[CH:28][C:27]([O:30][C:31]2[CH:36]=[CH:35][CH:34]=[CH:33][CH:32]=2)=[CH:26][CH:25]=1)(=[O:23])=[O:22])=[O:11])C1C=CC=CC=1.C[OH:38]. Product: [OH:18][C@H:17]1[C@H:16]([OH:19])[C@H:15]([OH:20])[CH2:14][N:13]([S:21]([C:24]2[CH:25]=[CH:26][C:27]([O:30][C:31]3[CH:32]=[CH:33][CH:34]=[CH:35][CH:36]=3)=[CH:28][CH:29]=2)(=[O:22])=[O:23])[C@H:12]1[C:10]([OH:11])=[O:38]. The catalyst class is: 45. (3) Reactant: [F:1][C:2]([F:34])([F:33])[C:3]1[CH:28]=[C:27]([C:29]([F:32])([F:31])[F:30])[CH:26]=[CH:25][C:4]=1[CH2:5][O:6][C:7]1[CH:12]=[CH:11][C:10](/[CH:13]=[C:14]2\[NH:15][C:16](=[O:22])[N:17]([CH2:20][CH3:21])[C:18]\2=[NH:19])=[CH:9][C:8]=1[O:23][CH3:24].[CH2:35](Br)[C:36]1[CH:41]=[CH:40][CH:39]=[CH:38][CH:37]=1.CC(C)([O-])C.[K+].[Cl-].[NH4+]. Product: [CH2:35]([N:15]1[C:16](=[O:22])[N:17]([CH2:20][CH3:21])[C:18](=[NH:19])/[C:14]/1=[CH:13]/[C:10]1[CH:11]=[CH:12][C:7]([O:6][CH2:5][C:4]2[CH:25]=[CH:26][C:27]([C:29]([F:31])([F:30])[F:32])=[CH:28][C:3]=2[C:2]([F:1])([F:33])[F:34])=[C:8]([O:23][CH3:24])[CH:9]=1)[C:36]1[CH:41]=[CH:40][CH:39]=[CH:38][CH:37]=1. The catalyst class is: 54. (4) Reactant: C([N:8](CC1C=CC=CC=1)[C:9]1[N:13]([C:14]2[N:22]=[C:21]3[C:17]([N:18]=[C:19]([CH2:24][N:25]4[CH2:30][CH2:29][CH:28]([C:31]([OH:34])([CH3:33])[CH3:32])[CH2:27][CH2:26]4)[N:20]3[CH3:23])=[C:16]([N:35]3[CH2:40][CH2:39][O:38][CH2:37][CH2:36]3)[N:15]=2)[C:12]2[CH:41]=[CH:42][CH:43]=[CH:44][C:11]=2[N:10]=1)C1C=CC=CC=1.C(O)(=O)C. Product: [NH2:8][C:9]1[N:13]([C:14]2[N:22]=[C:21]3[C:17]([N:18]=[C:19]([CH2:24][N:25]4[CH2:30][CH2:29][CH:28]([C:31]([OH:34])([CH3:33])[CH3:32])[CH2:27][CH2:26]4)[N:20]3[CH3:23])=[C:16]([N:35]3[CH2:36][CH2:37][O:38][CH2:39][CH2:40]3)[N:15]=2)[C:12]2[CH:41]=[CH:42][CH:43]=[CH:44][C:11]=2[N:10]=1. The catalyst class is: 29. (5) The catalyst class is: 3. Reactant: [I:1][C:2]1[C:10]2[C:5](=[CH:6][CH:7]=[C:8]([C:11]([OH:13])=O)[CH:9]=2)[NH:4][N:3]=1.[CH:14]1([CH:19]([C:21]2[CH:26]=[CH:25][CH:24]=[CH:23][CH:22]=2)[NH2:20])[CH2:18][CH2:17][CH2:16][CH2:15]1.CN(C(ON1N=NC2C=CC=CC1=2)=[N+](C)C)C.[B-](F)(F)(F)F.CCN(C(C)C)C(C)C. Product: [CH:14]1([CH:19]([C:21]2[CH:22]=[CH:23][CH:24]=[CH:25][CH:26]=2)[NH:20][C:11]([C:8]2[CH:9]=[C:10]3[C:5](=[CH:6][CH:7]=2)[NH:4][N:3]=[C:2]3[I:1])=[O:13])[CH2:15][CH2:16][CH2:17][CH2:18]1. (6) The catalyst class is: 18. Reactant: CCN(C(C)C)[CH:4]([CH3:6])[CH3:5].C1C2C(=CC=CC=2)C=CC=1C(O)=[O:21].C1C=CC2N(O)N=NC=2C=1.CCN=C=NCCCN(C)C.Cl.[NH2:45][CH2:46][C:47]([N:49]1[CH2:54][CH2:53][N:52]([C:55](=[O:66])[C:56]2[CH:61]=[CH:60][CH:59]=[CH:58][C:57]=2[C:62](F)(F)F)[CH2:51][CH2:50]1)=O.[F:67][C:68]1[CH:69]=[CH:70][C:71]([C:77]([F:80])([F:79])[F:78])=[C:72]([CH:76]=1)[C:73]([OH:75])=O. Product: [F:67][C:68]1[CH:69]=[CH:70][C:71]([C:77]([F:80])([F:79])[F:78])=[C:72]([CH:76]=1)[C:73]([N:45]1[CH2:46][CH2:47][N:49]([C:50](=[O:21])[CH2:51][NH:52][C:55]([C:56]2[C:57]3[C:58](=[CH:5][CH:4]=[CH:6][CH:62]=3)[CH:59]=[CH:60][CH:61]=2)=[O:66])[CH2:54][CH2:53]1)=[O:75]. (7) Reactant: [CH:1]([N:4]1[C:8]([C:9]2[N:10]=[C:11]3[C:17]4[CH:18]=[CH:19][C:20]([N:22]5[CH2:27][CH2:26][N:25]([CH2:28][C:29](O)=[O:30])[CH2:24][CH2:23]5)=[N:21][C:16]=4[O:15][CH2:14][CH2:13][N:12]3[CH:32]=2)=[N:7][CH:6]=[N:5]1)([CH3:3])[CH3:2].[CH3:33][N:34](C)C=O.C(N(CC)C(C)C)(C)C.CN. Product: [CH:1]([N:4]1[C:8]([C:9]2[N:10]=[C:11]3[C:17]4[CH:18]=[CH:19][C:20]([N:22]5[CH2:23][CH2:24][N:25]([CH2:28][C:29]([NH:34][CH3:33])=[O:30])[CH2:26][CH2:27]5)=[N:21][C:16]=4[O:15][CH2:14][CH2:13][N:12]3[CH:32]=2)=[N:7][CH:6]=[N:5]1)([CH3:3])[CH3:2]. The catalyst class is: 7. (8) Product: [O:2]=[CH:3][CH2:4][N:5]1[C:9]2[C:10]([C:14]([O:16][CH3:17])=[O:15])=[CH:11][CH:12]=[CH:13][C:8]=2[N:7]=[C:6]1[C:18]1[CH:23]=[CH:22][CH:21]=[CH:20][CH:19]=1. Reactant: C[O:2][CH:3](OC)[CH2:4][N:5]1[C:9]2[C:10]([C:14]([O:16][CH3:17])=[O:15])=[CH:11][CH:12]=[CH:13][C:8]=2[N:7]=[C:6]1[C:18]1[CH:23]=[CH:22][CH:21]=[CH:20][CH:19]=1.C(O)(=O)C.O. The catalyst class is: 26. (9) Reactant: [CH2:1]([NH:3][C:4]([NH:6][C:7]1[N:12]=[CH:11][C:10]([C:13]2[C:14]([O:23][CH2:24][CH2:25][C:26]([OH:28])=[O:27])=[N:15][CH:16]=[C:17]([C:19]([NH:21][NH2:22])=[O:20])[CH:18]=2)=[C:9]([C:29]2[S:30][CH:31]=[C:32]([C:34]([F:37])([F:36])[F:35])[N:33]=2)[CH:8]=1)=[O:5])[CH3:2].[C:38](Cl)(Cl)=[O:39]. Product: [CH2:1]([NH:3][C:4]([NH:6][C:7]1[N:12]=[CH:11][C:10]([C:13]2[C:14]([O:23][CH2:24][CH2:25][C:26]([OH:28])=[O:27])=[N:15][CH:16]=[C:17]([C:19]3[O:20][C:38](=[O:39])[NH:22][N:21]=3)[CH:18]=2)=[C:9]([C:29]2[S:30][CH:31]=[C:32]([C:34]([F:36])([F:35])[F:37])[N:33]=2)[CH:8]=1)=[O:5])[CH3:2]. The catalyst class is: 7. (10) Reactant: [CH3:1][N:2]([CH3:19])[C:3]([CH2:5][CH2:6][N:7](C)[C:8](=O)OCC1C=CC=CC=1)=[O:4]. Product: [CH3:1][N:2]([CH3:19])[C:3](=[O:4])[CH2:5][CH2:6][NH:7][CH3:8]. The catalyst class is: 457.